This data is from Reaction yield outcomes from USPTO patents with 853,638 reactions. The task is: Predict the reaction yield, written as a fraction of the theoretical maximum amount of product (1.0 means a 100% yield; for example, 0.34 means a 34% yield). The reactants are [CH2:1]([NH2:13])[CH2:2][CH2:3][CH2:4][CH2:5][CH2:6][CH2:7][CH2:8][CH2:9][CH2:10][CH2:11][CH3:12].C([O-])([O-])=O.[Na+].[Na+].Br[CH2:21][CH2:22][CH2:23][CH2:24][CH2:25][CH2:26][CH2:27][CH2:28][CH2:29][CH2:30][CH2:31][CH2:32][CH2:33][CH3:34]. The catalyst is [I-].C([N+](CCCC)(CCCC)CCCC)CCC.CN(C=O)C.O1CCOCC1. The product is [CH2:1]([NH:13][CH2:34][CH2:33][CH2:32][CH2:31][CH2:30][CH2:29][CH2:28][CH2:27][CH2:26][CH2:25][CH2:24][CH2:23][CH2:22][CH3:21])[CH2:2][CH2:3][CH2:4][CH2:5][CH2:6][CH2:7][CH2:8][CH2:9][CH2:10][CH2:11][CH3:12]. The yield is 0.350.